From a dataset of Full USPTO retrosynthesis dataset with 1.9M reactions from patents (1976-2016). Predict the reactants needed to synthesize the given product. (1) Given the product [N:1]1[C:9]2[C@@H:8]([NH2:10])[CH2:7][CH2:6][C:5]=2[CH:4]=[CH:3][CH:2]=1, predict the reactants needed to synthesize it. The reactants are: [N:1]1[C:9]2[C@H:8]([NH:10]C(=O)C)[CH2:7][CH2:6][C:5]=2[CH:4]=[CH:3][CH:2]=1.Cl. (2) Given the product [CH2:1]([NH:4][S:5]([C:8]1[C:13]([Cl:14])=[CH:12][CH:11]=[C:10]([NH2:15])[C:9]=1[OH:18])(=[O:7])=[O:6])[CH2:2][CH3:3], predict the reactants needed to synthesize it. The reactants are: [CH2:1]([NH:4][S:5]([C:8]1[C:13]([Cl:14])=[CH:12][CH:11]=[C:10]([N+:15]([O-])=O)[C:9]=1[OH:18])(=[O:7])=[O:6])[CH2:2][CH3:3].[H][H]. (3) Given the product [CH3:21][S:22]([O:1][CH2:2][C:3]([NH:6][C:7]([O:8][C:9]([CH3:12])([CH3:11])[CH3:10])=[O:13])([CH3:4])[CH3:5])(=[O:24])=[O:23], predict the reactants needed to synthesize it. The reactants are: [OH:1][CH2:2][C:3]([NH:6][C:7](=[O:13])[O:8][C:9]([CH3:12])([CH3:11])[CH3:10])([CH3:5])[CH3:4].CCN(CC)CC.[CH3:21][S:22](Cl)(=[O:24])=[O:23]. (4) Given the product [OH:6][C@@H:5]([C@@H:7]1[CH2:11][N:10]([C:12]([O:14][C:15]([CH3:17])([CH3:16])[CH3:18])=[O:13])[C:9](=[O:19])[CH2:8]1)[CH2:4][OH:3], predict the reactants needed to synthesize it. The reactants are: CC1(C)[O:6][C@@H:5]([C@@H:7]2[CH2:11][N:10]([C:12]([O:14][C:15]([CH3:18])([CH3:17])[CH3:16])=[O:13])[C:9](=[O:19])[CH2:8]2)[CH2:4][O:3]1.C(O)C. (5) Given the product [CH:20]1([C:23]2[CH:24]=[C:25]([CH3:35])[C:26]([N:29]3[CH2:30][CH2:31][N:32]([C:11]([C:10]4[CH:9]=[N:8][C:7]([N:3]5[CH2:4][CH2:5][CH2:6][S:2]5(=[O:1])=[O:18])=[CH:17][CH:16]=4)=[O:13])[CH2:33][CH2:34]3)=[N:27][CH:28]=2)[CH2:22][CH2:21]1, predict the reactants needed to synthesize it. The reactants are: [O:1]=[S:2]1(=[O:18])[CH2:6][CH2:5][CH2:4][N:3]1[C:7]1[CH:17]=[CH:16][C:10]([C:11]([O:13]CC)=O)=[CH:9][N:8]=1.Cl.[CH:20]1([C:23]2[CH:24]=[C:25]([CH3:35])[C:26]([N:29]3[CH2:34][CH2:33][NH:32][CH2:31][CH2:30]3)=[N:27][CH:28]=2)[CH2:22][CH2:21]1. (6) Given the product [Cl:26][C:24]1[CH:23]=[CH:22][C:19]2[S:20][CH:21]=[C:17]([CH2:16][N:7]3[C:8]4[C:13](=[CH:12][CH:11]=[CH:10][CH:9]=4)[CH:14]=[C:6]3[C:4]([OH:3])=[O:5])[C:18]=2[CH:25]=1, predict the reactants needed to synthesize it. The reactants are: C([O:3][C:4]([C:6]1[NH:7][C:8]2[C:13]([CH:14]=1)=[CH:12][CH:11]=[CH:10][CH:9]=2)=[O:5])C.Br[CH2:16][C:17]1[C:18]2[CH:25]=[C:24]([Cl:26])[CH:23]=[CH:22][C:19]=2[S:20][CH:21]=1. (7) Given the product [O:1]1[C:6]2[CH:7]=[CH:8][CH:9]=[CH:10][C:5]=2[O:4][CH2:3][C@@H:2]1[CH2:11][N:12]1[CH2:17][CH2:16][CH2:15][C@H:14]([C:18]2[CH:19]=[C:20]([CH:21]=[CH:22][CH:23]=2)[O:24][CH2:32][CH2:33][CH2:34][OH:35])[CH2:13]1, predict the reactants needed to synthesize it. The reactants are: [O:1]1[C:6]2[CH:7]=[CH:8][CH:9]=[CH:10][C:5]=2[O:4][CH2:3][C@@H:2]1[CH2:11][N:12]1[CH2:17][CH2:16][CH2:15][C@H:14]([C:18]2[CH:19]=[C:20]([OH:24])[CH:21]=[CH:22][CH:23]=2)[CH2:13]1.C([O-])([O-])=O.[K+].[K+].Br[CH2:32][CH2:33][CH2:34][OH:35].